From a dataset of Full USPTO retrosynthesis dataset with 1.9M reactions from patents (1976-2016). Predict the reactants needed to synthesize the given product. (1) Given the product [Br:1][C:2]1[C:11]([O:12][CH2:13][C:14]2[NH:34][N:33]=[N:32][N:15]=2)=[CH:10][CH:9]=[C:8]2[C:3]=1[CH:4]=[CH:5][C:6]([CH2:16][N:17]([CH3:31])[C:18]([C:20]1[C:24]3[CH:25]=[CH:26][CH:27]=[CH:28][C:23]=3[O:22][C:21]=1[CH2:29][CH3:30])=[O:19])=[CH:7]2, predict the reactants needed to synthesize it. The reactants are: [Br:1][C:2]1[C:11]([O:12][CH2:13][C:14]#[N:15])=[CH:10][CH:9]=[C:8]2[C:3]=1[CH:4]=[CH:5][C:6]([CH2:16][N:17]([CH3:31])[C:18]([C:20]1[C:24]3[CH:25]=[CH:26][CH:27]=[CH:28][C:23]=3[O:22][C:21]=1[CH2:29][CH3:30])=[O:19])=[CH:7]2.[N-:32]=[N+:33]=[N-:34].[Na+].[Cl-].[NH4+].[OH-].[Na+]. (2) Given the product [ClH:7].[Cl:7][C:8]1[CH:9]=[C:10]([CH2:15][C:16]([NH2:2])=[NH:17])[CH:11]=[CH:12][C:13]=1[Cl:14], predict the reactants needed to synthesize it. The reactants are: [Cl-].[NH4+:2].C[Al](C)C.[Cl:7][C:8]1[CH:9]=[C:10]([CH2:15][C:16]#[N:17])[CH:11]=[CH:12][C:13]=1[Cl:14].CO. (3) Given the product [Cl:25][C:14]1[C:4]2[C:3]3[C:7](=[CH:8][CH:9]=[CH:10][C:2]=3[Cl:1])[NH:6][C:5]=2[N:11]=[C:12]([NH:16][C:17](=[O:22])[C:18]([CH3:21])([CH3:20])[CH3:19])[N:13]=1, predict the reactants needed to synthesize it. The reactants are: [Cl:1][C:2]1[CH:10]=[CH:9][CH:8]=[C:7]2[C:3]=1[C:4]1[C:14](=O)[NH:13][C:12]([NH:16][C:17](=[O:22])[C:18]([CH3:21])([CH3:20])[CH3:19])=[N:11][C:5]=1[NH:6]2.O=P(Cl)(Cl)[Cl:25].C(Cl)(Cl)Cl.CO. (4) Given the product [CH3:22][O:21][C:19](=[O:20])[CH2:18][CH2:17][C:14]1[CH:13]=[CH:12][C:11]2[C:16](=[C:7]([N:28]3[CH2:27][CH2:26][N:25]([C:31]([O:33][C:34]([CH3:37])([CH3:36])[CH3:35])=[O:32])[CH2:30][CH2:29]3)[CH:8]=[CH:9][CH:10]=2)[N:15]=1, predict the reactants needed to synthesize it. The reactants are: FC(F)(F)S(O[C:7]1[CH:8]=[CH:9][CH:10]=[C:11]2[C:16]=1[N:15]=[C:14]([CH2:17][CH2:18][C:19]([O:21][CH3:22])=[O:20])[CH:13]=[CH:12]2)(=O)=O.[N:25]1([C:31]([O:33][C:34]([CH3:37])([CH3:36])[CH3:35])=[O:32])[CH2:30][CH2:29][NH:28][CH2:27][CH2:26]1.C(=O)([O-])[O-].[Cs+].[Cs+]. (5) Given the product [Br:1][C:2]1[N:3]=[C:4]([NH:16][CH2:15][CH:12]2[CH2:13][CH2:14][O:9][CH2:10][CH2:11]2)[CH:5]=[CH:6][CH:7]=1, predict the reactants needed to synthesize it. The reactants are: [Br:1][C:2]1[CH:7]=[CH:6][CH:5]=[C:4](F)[N:3]=1.[O:9]1[CH2:14][CH2:13][CH:12]([CH2:15][NH2:16])[CH2:11][CH2:10]1.C(N(CC)CC)C.